Predict the product of the given reaction. From a dataset of Forward reaction prediction with 1.9M reactions from USPTO patents (1976-2016). (1) Given the reactants [Br:1][C:2]1[CH:7]=[CH:6][N:5]2[N:8]=[CH:9][CH:10]=[C:4]2[CH:3]=1.[I:11]N1C(=O)CCC1=O, predict the reaction product. The product is: [Br:1][C:2]1[CH:7]=[CH:6][N:5]2[N:8]=[CH:9][C:10]([I:11])=[C:4]2[CH:3]=1. (2) The product is: [C:33]([NH:32][C:28]1[CH:27]=[C:26]([NH:25][C:2]2[CH:11]=[CH:10][N:9]=[C:8]3[C:3]=2[C:4]2[CH:16]=[C:15]([C:17]([NH:19][CH2:20][CH2:21][N:22]([CH3:24])[CH3:23])=[O:18])[CH:14]=[CH:13][C:5]=2[C:6](=[O:12])[NH:7]3)[CH:31]=[CH:30][CH:29]=1)(=[O:40])[C:34]1[CH:35]=[CH:36][CH:37]=[CH:38][CH:39]=1. Given the reactants Cl[C:2]1[CH:11]=[CH:10][N:9]=[C:8]2[C:3]=1[C:4]1[CH:16]=[C:15]([C:17]([NH:19][CH2:20][CH2:21][N:22]([CH3:24])[CH3:23])=[O:18])[CH:14]=[CH:13][C:5]=1[C:6](=[O:12])[NH:7]2.[NH2:25][C:26]1[CH:27]=[C:28]([NH:32][C:33](=[O:40])[C:34]2[CH:39]=[CH:38][CH:37]=[CH:36][CH:35]=2)[CH:29]=[CH:30][CH:31]=1, predict the reaction product. (3) Given the reactants C[N:2]([CH3:22])/[C:3](/[CH3:21])=[CH:4]/[C:5]([C:7]1[CH:12]=[CH:11][C:10]([C:13]2[C:14]([CH3:19])=[N:15][O:16][C:17]=2[CH3:18])=[CH:9][C:8]=1[F:20])=[O:6].OC(C(F)(F)F)=O.NC1[C:32]([F:42])=[CH:33][C:34]([Br:41])=[C:35]([NH:37][C:38](=[O:40])[CH3:39])[CH:36]=1.C(OC(C)C)(C)C, predict the reaction product. The product is: [C:38]([NH:37][C:35]1[C:34]([Br:41])=[CH:33][C:32]([F:42])=[C:22]([NH:2]/[C:3](/[CH3:21])=[CH:4]\[C:5]([C:7]2[CH:12]=[CH:11][C:10]([C:13]3[C:14]([CH3:19])=[N:15][O:16][C:17]=3[CH3:18])=[CH:9][C:8]=2[F:20])=[O:6])[CH:36]=1)(=[O:40])[CH3:39]. (4) Given the reactants [Cl:1][C:2]1[CH:3]=[C:4]([CH:26]=[CH:27][CH:28]=1)[CH2:5][NH:6][C:7]1[N:11]([CH3:12])[C:10]2[CH:13]=[CH:14][C:15]([N:17]([C:19]3[CH:24]=[CH:23][N:22]=[C:21](Cl)[N:20]=3)[CH3:18])=[CH:16][C:9]=2[N:8]=1.[NH2:29][C:30]1[CH:31]=[C:32]([S:36]([NH2:39])(=[O:38])=[O:37])[CH:33]=[CH:34][CH:35]=1, predict the reaction product. The product is: [ClH:1].[Cl:1][C:2]1[CH:3]=[C:4]([CH:26]=[CH:27][CH:28]=1)[CH2:5][NH:6][C:7]1[N:11]([CH3:12])[C:10]2[CH:13]=[CH:14][C:15]([N:17]([CH3:18])[C:19]3[CH:24]=[CH:23][N:22]=[C:21]([NH:29][C:30]4[CH:31]=[C:32]([S:36]([NH2:39])(=[O:37])=[O:38])[CH:33]=[CH:34][CH:35]=4)[N:20]=3)=[CH:16][C:9]=2[N:8]=1. (5) Given the reactants C(N(CC)CC)C.Cl.[CH3:9][O:10][C:11](=[O:14])[CH2:12][NH2:13].[CH:15](=O)[C:16]1[CH:21]=[CH:20][C:19]([O:22][CH3:23])=[CH:18][CH:17]=1.S([O-])([O-])(=O)=O.[Na+].[Na+], predict the reaction product. The product is: [CH3:23][O:22][C:19]1[CH:20]=[CH:21][C:16](/[CH:15]=[N:13]/[CH2:12][C:11]([O:10][CH3:9])=[O:14])=[CH:17][CH:18]=1. (6) Given the reactants [CH2:1]([O:8][C:9]([NH:11][C@H:12]([C@@H:16]([OH:18])[CH3:17])[C:13]([OH:15])=O)=[O:10])[CH2:2][CH2:3][CH2:4][CH2:5][CH2:6][CH3:7].CCN(CC)CC.CN(C(ON1N=NC2C=CC=CC1=2)=[N+](C)C)C.[B-](F)(F)(F)F, predict the reaction product. The product is: [CH2:1]([O:8][C:9](=[O:10])[NH:11][C@H:12]1[C:13](=[O:15])[O:18][C@H:16]1[CH3:17])[CH2:2][CH2:3][CH2:4][CH2:5][CH2:6][CH3:7]. (7) The product is: [CH3:1][C:2]1[S:3][CH:4]=[C:5]([C:7]2[CH:8]=[CH:9][C:10]([C:11]([NH:21][CH2:20][CH2:19][C:18]([F:23])([F:22])[F:17])=[O:13])=[CH:14][CH:15]=2)[N:6]=1. Given the reactants [CH3:1][C:2]1[S:3][CH:4]=[C:5]([C:7]2[CH:15]=[CH:14][C:10]([C:11]([OH:13])=O)=[CH:9][CH:8]=2)[N:6]=1.Cl.[F:17][C:18]([F:23])([F:22])[CH2:19][CH2:20][NH2:21].CN(C(ON1N=NC2C=CC=CC1=2)=[N+](C)C)C.F[P-](F)(F)(F)(F)F.C1C=CC2N(O)N=NC=2C=1.CCN(C(C)C)C(C)C, predict the reaction product.